This data is from Catalyst prediction with 721,799 reactions and 888 catalyst types from USPTO. The task is: Predict which catalyst facilitates the given reaction. (1) Reactant: [F:1][C:2]([F:12])([F:11])[O:3][C:4]1[CH:9]=[CH:8][CH:7]=[CH:6][C:5]=1[OH:10].C(N(CC)CC)C.Cl[C:21]([O:23][CH3:24])=[O:22]. Product: [C:21](=[O:22])([O:10][C:5]1[CH:6]=[CH:7][CH:8]=[CH:9][C:4]=1[O:3][C:2]([F:11])([F:12])[F:1])[O:23][CH3:24]. The catalyst class is: 2. (2) Reactant: [Br:1][C:2]1[CH:7]=[CH:6][CH:5]=[CH:4][C:3]=1[N:8]1[C:13](=[O:14])[NH:12][CH2:11][C:10]([C:15]2[CH:20]=[CH:19][CH:18]=[CH:17][N:16]=2)=[N:9]1.C(N(CC)CC)C.[C:28]1(B(O)O)[CH:33]=[CH:32][CH:31]=[CH:30][CH:29]=1.[H-].[Na+]. Product: [Br:1][C:2]1[CH:7]=[CH:6][CH:5]=[CH:4][C:3]=1[N:8]1[C:13](=[O:14])[N:12]([C:28]2[CH:33]=[CH:32][CH:31]=[CH:30][CH:29]=2)[CH2:11][C:10]([C:15]2[CH:20]=[CH:19][CH:18]=[CH:17][N:16]=2)=[N:9]1. The catalyst class is: 221. (3) Reactant: OC(C(F)(F)F)=O.C([O:15][CH2:16][CH:17]1[CH2:20][CH:19]([C:21]2[CH:32]=[CH:31][C:24]([CH2:25][N:26]3[CH2:30][CH2:29][CH2:28][CH2:27]3)=[CH:23][CH:22]=2)[CH2:18]1)C1C=CC=CC=1.CC(O)C. Product: [N:26]1([CH2:25][C:24]2[CH:31]=[CH:32][C:21]([CH:19]3[CH2:18][CH:17]([CH2:16][OH:15])[CH2:20]3)=[CH:22][CH:23]=2)[CH2:30][CH2:29][CH2:28][CH2:27]1. The catalyst class is: 29. (4) Reactant: [OH-].[Na+].[Cl:3][C:4]1[CH:5]=[C:6]([C:14]2[O:18][N:17]=[C:16]([C:19]3[C:20]([O:34][CH3:35])=[C:21]([CH2:26][CH2:27][CH2:28][C:29]([O:31]CC)=[O:30])[CH:22]=[C:23]([F:25])[CH:24]=3)[N:15]=2)[CH:7]=[CH:8][C:9]=1[O:10][CH:11]([CH3:13])[CH3:12].Cl. Product: [Cl:3][C:4]1[CH:5]=[C:6]([C:14]2[O:18][N:17]=[C:16]([C:19]3[C:20]([O:34][CH3:35])=[C:21]([CH2:26][CH2:27][CH2:28][C:29]([OH:31])=[O:30])[CH:22]=[C:23]([F:25])[CH:24]=3)[N:15]=2)[CH:7]=[CH:8][C:9]=1[O:10][CH:11]([CH3:13])[CH3:12]. The catalyst class is: 30. (5) Reactant: [CH2:1]([O:8][C:9]1[C:10]([O:19][CH3:20])=[C:11](CC(O)=O)[CH:12]=[CH:13][CH:14]=1)[C:2]1[CH:7]=[CH:6][CH:5]=[CH:4][CH:3]=1.CN(C=O)C.[C:26](Cl)(=O)[C:27]([Cl:29])=[O:28]. The catalyst class is: 2. Product: [CH2:1]([O:8][C:9]1[CH:14]=[C:13]([CH2:26][C:27]([Cl:29])=[O:28])[CH:12]=[CH:11][C:10]=1[O:19][CH3:20])[C:2]1[CH:3]=[CH:4][CH:5]=[CH:6][CH:7]=1. (6) Reactant: [Cl:1][C:2]1[C:18]([N+:19]([O-])=O)=[CH:17][C:5]([CH2:6][NH:7][C:8]([C:10]2([C:13]([F:16])([F:15])[F:14])[CH2:12][CH2:11]2)=[O:9])=[CH:4][C:3]=1[F:22]. Product: [NH2:19][C:18]1[CH:17]=[C:5]([CH:4]=[C:3]([F:22])[C:2]=1[Cl:1])[CH2:6][NH:7][C:8]([C:10]1([C:13]([F:14])([F:15])[F:16])[CH2:11][CH2:12]1)=[O:9]. The catalyst class is: 814. (7) Reactant: Br[C:2]1[CH:3]=[C:4]([NH:10][C:11]2[CH:22]=[C:14]3[CH2:15][N:16]([CH:19]4[CH2:21][CH2:20]4)[CH2:17][CH2:18][N:13]3[N:12]=2)[C:5](=[O:9])[N:6]([CH3:8])[CH:7]=1.[B:23]1([B:23]2[O:27][C:26]([CH3:29])([CH3:28])[C:25]([CH3:31])([CH3:30])[O:24]2)[O:27][C:26]([CH3:29])([CH3:28])[C:25]([CH3:31])([CH3:30])[O:24]1.CC([O-])=O.[K+]. Product: [CH:19]1([N:16]2[CH2:17][CH2:18][N:13]3[N:12]=[C:11]([NH:10][C:4]4[C:5](=[O:9])[N:6]([CH3:8])[CH:7]=[C:2]([B:23]5[O:27][C:26]([CH3:29])([CH3:28])[C:25]([CH3:31])([CH3:30])[O:24]5)[CH:3]=4)[CH:22]=[C:14]3[CH2:15]2)[CH2:21][CH2:20]1. The catalyst class is: 75.